Dataset: Forward reaction prediction with 1.9M reactions from USPTO patents (1976-2016). Task: Predict the product of the given reaction. (1) Given the reactants [CH:1]1([CH:4]=O)[CH2:3][CH2:2]1.[C:6]([CH2:8][C:9]1([N:13]2[CH:17]=[C:16]([C:18]3[CH:23]=[N:22][N:21]4[C:24]([C:27]5[CH:28]=[C:29]([NH:33][C:34]([NH:36][CH2:37][C:38]([F:41])([F:40])[F:39])=[O:35])[CH:30]=[CH:31][CH:32]=5)=[CH:25][N:26]=[C:20]4[CH:19]=3)[CH:15]=[N:14]2)[CH2:12][NH:11][CH2:10]1)#[N:7].C(O[BH-](OC(=O)C)OC(=O)C)(=O)C.[Na+], predict the reaction product. The product is: [C:6]([CH2:8][C:9]1([N:13]2[CH:17]=[C:16]([C:18]3[CH:23]=[N:22][N:21]4[C:24]([C:27]5[CH:28]=[C:29]([NH:33][C:34]([NH:36][CH2:37][C:38]([F:40])([F:41])[F:39])=[O:35])[CH:30]=[CH:31][CH:32]=5)=[CH:25][N:26]=[C:20]4[CH:19]=3)[CH:15]=[N:14]2)[CH2:10][N:11]([CH2:4][CH:1]2[CH2:2][CH2:3]2)[CH2:12]1)#[N:7]. (2) Given the reactants [CH3:1][O:2][C:3](=[O:20])[C@H:4]([CH2:18][OH:19])[NH:5][C:6](=[O:17])[C:7]1[CH:12]=[CH:11][C:10]([N+:13]([O-])=O)=[C:9]([CH3:16])[CH:8]=1.[H][H].C(=O)(O)[O-].[Na+].Cl[C:29]([O:31][CH2:32][C:33]1[CH:38]=[CH:37][CH:36]=[CH:35][CH:34]=1)=[O:30], predict the reaction product. The product is: [CH3:1][O:2][C:3](=[O:20])[C@H:4]([CH2:18][OH:19])[NH:5][C:6](=[O:17])[C:7]1[CH:12]=[CH:11][C:10]([NH:13][C:29]([O:31][CH2:32][C:33]2[CH:38]=[CH:37][CH:36]=[CH:35][CH:34]=2)=[O:30])=[C:9]([CH3:16])[CH:8]=1.